Dataset: Full USPTO retrosynthesis dataset with 1.9M reactions from patents (1976-2016). Task: Predict the reactants needed to synthesize the given product. (1) Given the product [NH2:17][C:9]1[N:8]([C:5]2[CH:4]=[CH:3][C:2]([O:1][CH2:57][CH2:56][CH2:55][C:47]3[S:46][C:45]([N:42]4[CH2:41][CH2:40][C:39]5[C:44](=[C:35]([C:33](=[O:34])[NH:32][C:24]6[S:23][C:27]7[CH:28]=[CH:29][CH:30]=[CH:31][C:26]=7[N:25]=6)[CH:36]=[CH:37][CH:38]=5)[CH2:43]4)=[N:49][C:48]=3[C:50]([OH:52])=[O:51])=[CH:7][CH:6]=2)[C:12]2[CH:13]=[CH:14][CH:15]=[CH:16][C:11]=2[N:10]=1, predict the reactants needed to synthesize it. The reactants are: [OH:1][C:2]1[CH:7]=[CH:6][C:5]([N:8]2[C:12]3[CH:13]=[CH:14][CH:15]=[CH:16][C:11]=3[N:10]=[C:9]2[NH:17]C(=O)C)=[CH:4][CH:3]=1.[H-].[Na+].[S:23]1[C:27]2[CH:28]=[CH:29][CH:30]=[CH:31][C:26]=2[N:25]=[C:24]1[NH:32][C:33]([C:35]1[CH:36]=[CH:37][CH:38]=[C:39]2[C:44]=1[CH2:43][N:42]([C:45]1[S:46][C:47]([CH2:55][CH2:56][CH2:57]I)=[C:48]([C:50]([O:52]CC)=[O:51])[N:49]=1)[CH2:41][CH2:40]2)=[O:34].[OH-].[Na+].Cl. (2) Given the product [CH2:1]([O:3][C:4](=[O:35])[CH:5]([O:32][CH2:33][CH3:34])[CH2:6][C:7]1[CH:12]=[CH:11][C:10]([O:13][CH2:14][C:15]2[O:16][C:17]([C:21]3[CH:26]=[CH:25][C:24]([O:27][C:28]([F:31])([F:30])[F:29])=[CH:23][CH:22]=3)=[C:18]([C:43]3[CH:42]=[N:41][C:40]([O:39][CH:36]([CH3:38])[CH3:37])=[N:45][CH:44]=3)[N:19]=2)=[CH:9][CH:8]=1)[CH3:2], predict the reactants needed to synthesize it. The reactants are: [CH2:1]([O:3][C:4](=[O:35])[CH:5]([O:32][CH2:33][CH3:34])[CH2:6][C:7]1[CH:12]=[CH:11][C:10]([O:13][CH2:14][C:15]2[O:16][C:17]([C:21]3[CH:26]=[CH:25][C:24]([O:27][C:28]([F:31])([F:30])[F:29])=[CH:23][CH:22]=3)=[C:18](Br)[N:19]=2)=[CH:9][CH:8]=1)[CH3:2].[CH:36]([O:39][C:40]1[N:45]=[CH:44][C:43](B(O)O)=[CH:42][N:41]=1)([CH3:38])[CH3:37].C(=O)([O-])[O-].[K+].[K+]. (3) Given the product [N:3]1[CH:4]=[C:5]2[C:9]([N:8]=[CH:7][NH:6]2)=[N:10][CH:2]=1, predict the reactants needed to synthesize it. The reactants are: Cl[C:2]1[N:10]=[C:9]2[C:5]([NH:6][CH:7]=[N:8]2)=[C:4](Cl)[N:3]=1.C(OCC)(=O)C.O1C=CCCC1.C(NCC=C)C=C. (4) Given the product [CH:18]1([C:10]2[N:11]3[CH:16]=[CH:15][N:14]=[C:13]([NH2:17])[C:12]3=[C:8]([C:5]3[CH:6]=[CH:7][C:2]([O:30][C:25]4[CH:26]=[CH:27][CH:28]=[CH:29][C:24]=4[CH3:23])=[C:3]([F:22])[CH:4]=3)[N:9]=2)[CH2:21][CH2:20][CH2:19]1, predict the reactants needed to synthesize it. The reactants are: Br[C:2]1[CH:7]=[CH:6][C:5]([C:8]2[N:9]=[C:10]([CH:18]3[CH2:21][CH2:20][CH2:19]3)[N:11]3[CH:16]=[CH:15][N:14]=[C:13]([NH2:17])[C:12]=23)=[CH:4][C:3]=1[F:22].[CH3:23][C:24]1[CH:29]=[CH:28][CH:27]=[CH:26][C:25]=1[OH:30]. (5) Given the product [NH2:27][C:24]1[CH:25]=[CH:26][C:21]([CH2:20][C@H:13]2[C@H:12]3[C@@H:17]([N:9]([CH2:8][C:7]4[CH:32]=[CH:33][CH:34]=[C:5]([C:1]([CH3:3])([CH3:4])[CH3:2])[CH:6]=4)[C:10](=[O:31])[O:11]3)[CH2:16][S:15](=[O:18])(=[O:19])[CH2:14]2)=[CH:22][C:23]=1[F:30], predict the reactants needed to synthesize it. The reactants are: [C:1]([C:5]1[CH:6]=[C:7]([CH:32]=[CH:33][CH:34]=1)[CH2:8][N:9]1[C@@H:17]2[C@H:12]([C@H:13]([CH2:20][C:21]3[CH:26]=[CH:25][C:24]([N+:27]([O-])=O)=[C:23]([F:30])[CH:22]=3)[CH2:14][S:15](=[O:19])(=[O:18])[CH2:16]2)[O:11][C:10]1=[O:31])([CH3:4])([CH3:3])[CH3:2].